Dataset: NCI-60 drug combinations with 297,098 pairs across 59 cell lines. Task: Regression. Given two drug SMILES strings and cell line genomic features, predict the synergy score measuring deviation from expected non-interaction effect. (1) Drug 1: CCCS(=O)(=O)NC1=C(C(=C(C=C1)F)C(=O)C2=CNC3=C2C=C(C=N3)C4=CC=C(C=C4)Cl)F. Drug 2: CC1=C2C(C(=O)C3(C(CC4C(C3C(C(C2(C)C)(CC1OC(=O)C(C(C5=CC=CC=C5)NC(=O)OC(C)(C)C)O)O)OC(=O)C6=CC=CC=C6)(CO4)OC(=O)C)OC)C)OC. Cell line: RXF 393. Synergy scores: CSS=34.2, Synergy_ZIP=-0.842, Synergy_Bliss=-0.723, Synergy_Loewe=-13.8, Synergy_HSA=2.33. (2) Drug 1: CC1=C(C(=CC=C1)Cl)NC(=O)C2=CN=C(S2)NC3=CC(=NC(=N3)C)N4CCN(CC4)CCO. Drug 2: CC1=C(N=C(N=C1N)C(CC(=O)N)NCC(C(=O)N)N)C(=O)NC(C(C2=CN=CN2)OC3C(C(C(C(O3)CO)O)O)OC4C(C(C(C(O4)CO)O)OC(=O)N)O)C(=O)NC(C)C(C(C)C(=O)NC(C(C)O)C(=O)NCCC5=NC(=CS5)C6=NC(=CS6)C(=O)NCCC[S+](C)C)O. Cell line: T-47D. Synergy scores: CSS=9.17, Synergy_ZIP=-1.92, Synergy_Bliss=1.25, Synergy_Loewe=0.570, Synergy_HSA=1.05. (3) Drug 1: CC1CCC2CC(C(=CC=CC=CC(CC(C(=O)C(C(C(=CC(C(=O)CC(OC(=O)C3CCCCN3C(=O)C(=O)C1(O2)O)C(C)CC4CCC(C(C4)OC)O)C)C)O)OC)C)C)C)OC. Drug 2: CNC(=O)C1=NC=CC(=C1)OC2=CC=C(C=C2)NC(=O)NC3=CC(=C(C=C3)Cl)C(F)(F)F. Cell line: HOP-92. Synergy scores: CSS=0.473, Synergy_ZIP=0.161, Synergy_Bliss=-2.42, Synergy_Loewe=-0.0112, Synergy_HSA=-3.03.